This data is from NCI-60 drug combinations with 297,098 pairs across 59 cell lines. The task is: Regression. Given two drug SMILES strings and cell line genomic features, predict the synergy score measuring deviation from expected non-interaction effect. (1) Drug 1: C1CNP(=O)(OC1)N(CCCl)CCCl. Drug 2: CC(C)CN1C=NC2=C1C3=CC=CC=C3N=C2N. Cell line: LOX IMVI. Synergy scores: CSS=-3.31, Synergy_ZIP=1.57, Synergy_Bliss=-3.26, Synergy_Loewe=-8.87, Synergy_HSA=-10.8. (2) Drug 1: C(CN)CNCCSP(=O)(O)O. Drug 2: CC1C(C(CC(O1)OC2CC(CC3=C2C(=C4C(=C3O)C(=O)C5=C(C4=O)C(=CC=C5)OC)O)(C(=O)CO)O)N)O.Cl. Cell line: HT29. Synergy scores: CSS=35.2, Synergy_ZIP=-0.447, Synergy_Bliss=-3.03, Synergy_Loewe=-29.1, Synergy_HSA=-3.04. (3) Drug 1: CCCS(=O)(=O)NC1=C(C(=C(C=C1)F)C(=O)C2=CNC3=C2C=C(C=N3)C4=CC=C(C=C4)Cl)F. Drug 2: C1C(C(OC1N2C=NC3=C2NC=NCC3O)CO)O. Cell line: MDA-MB-435. Synergy scores: CSS=35.6, Synergy_ZIP=5.01, Synergy_Bliss=7.33, Synergy_Loewe=-17.8, Synergy_HSA=5.76. (4) Drug 1: C1CCC(C1)C(CC#N)N2C=C(C=N2)C3=C4C=CNC4=NC=N3. Drug 2: C(CN)CNCCSP(=O)(O)O. Cell line: MOLT-4. Synergy scores: CSS=0.469, Synergy_ZIP=-2.10, Synergy_Bliss=-7.96, Synergy_Loewe=-9.27, Synergy_HSA=-7.56. (5) Drug 1: CCCCC(=O)OCC(=O)C1(CC(C2=C(C1)C(=C3C(=C2O)C(=O)C4=C(C3=O)C=CC=C4OC)O)OC5CC(C(C(O5)C)O)NC(=O)C(F)(F)F)O. Drug 2: C(CN)CNCCSP(=O)(O)O. Cell line: CAKI-1. Synergy scores: CSS=38.3, Synergy_ZIP=0.994, Synergy_Bliss=3.02, Synergy_Loewe=-12.3, Synergy_HSA=1.98.